The task is: Predict which catalyst facilitates the given reaction.. This data is from Catalyst prediction with 721,799 reactions and 888 catalyst types from USPTO. Reactant: Br[CH2:2][C:3]1[C:8]([I:9])=[CH:7][CH:6]=[CH:5][C:4]=1[N:10]1[C:14](=[O:15])[N:13]([CH3:16])[N:12]=[N:11]1.[Cl:17][C:18]1[CH:23]=[CH:22][C:21]([N:24]2[CH:28]=[CH:27][C:26]([OH:29])=[N:25]2)=[CH:20][CH:19]=1.C(=O)([O-])[O-].[K+].[K+].C(#N)C. Product: [Cl:17][C:18]1[CH:19]=[CH:20][C:21]([N:24]2[CH:28]=[CH:27][C:26]([O:29][CH2:2][C:3]3[C:8]([I:9])=[CH:7][CH:6]=[CH:5][C:4]=3[N:10]3[C:14](=[O:15])[N:13]([CH3:16])[N:12]=[N:11]3)=[N:25]2)=[CH:22][CH:23]=1. The catalyst class is: 6.